This data is from Reaction yield outcomes from USPTO patents with 853,638 reactions. The task is: Predict the reaction yield, written as a fraction of the theoretical maximum amount of product (1.0 means a 100% yield; for example, 0.34 means a 34% yield). The reactants are [CH3:1][C:2]1[N:3]=[C:4]([NH2:7])[S:5][CH:6]=1.Cl[C:9]1[CH:14]=[C:13]([O:15][C:16]2[C:21]([CH3:22])=[CH:20][CH:19]=[CH:18][C:17]=2[CH3:23])[CH:12]=[CH:11][N:10]=1.P([O-])([O-])([O-])=O.[K+].[K+].[K+].C1(P(C2C=CC=CC=2)C2C3OC4C(=CC=CC=4P(C4C=CC=CC=4)C4C=CC=CC=4)C(C)(C)C=3C=CC=2)C=CC=CC=1. The catalyst is C1C=CC(/C=C/C(/C=C/C2C=CC=CC=2)=O)=CC=1.C1C=CC(/C=C/C(/C=C/C2C=CC=CC=2)=O)=CC=1.C1C=CC(/C=C/C(/C=C/C2C=CC=CC=2)=O)=CC=1.[Pd].[Pd]. The product is [CH3:23][C:17]1[CH:18]=[CH:19][CH:20]=[C:21]([CH3:22])[C:16]=1[O:15][C:13]1[CH:12]=[CH:11][N:10]=[C:9]([NH:7][C:4]2[S:5][CH:6]=[C:2]([CH3:1])[N:3]=2)[CH:14]=1. The yield is 0.440.